From a dataset of Full USPTO retrosynthesis dataset with 1.9M reactions from patents (1976-2016). Predict the reactants needed to synthesize the given product. (1) Given the product [Br:1][C:2]1[S:6][C:5]([C:7]([C@H:10]2[CH2:15][CH2:14][C@H:13]([C:16]([O:18][CH2:19][CH3:20])=[O:17])[CH2:12][CH2:11]2)([OH:8])[CH2:9][F:38])=[N:4][CH:3]=1, predict the reactants needed to synthesize it. The reactants are: [Br:1][C:2]1[S:6][C:5]([C:7]2([C@H:10]3[CH2:15][CH2:14][C@H:13]([C:16]([O:18][CH2:19][CH3:20])=[O:17])[CH2:12][CH2:11]3)[CH2:9][O:8]2)=[N:4][CH:3]=1.CCCC[N+](CCCC)(CCCC)CCCC.[FH:38].F.[F-]. (2) Given the product [CH2:11]([N:15]([CH3:29])[C:16]([C:18]1[CH:19]=[C:20]([CH:25]=[C:26]([C:2]2[O:1][CH:5]=[CH:4][N:3]=2)[CH:27]=1)[C:21]([O:23][CH3:24])=[O:22])=[O:17])[CH2:12][CH2:13][CH3:14], predict the reactants needed to synthesize it. The reactants are: [O:1]1[CH:5]=[CH:4][N:3]=[CH:2]1.C([Li])CCC.[CH2:11]([N:15]([CH3:29])[C:16]([C:18]1[CH:19]=[C:20]([CH:25]=[C:26](I)[CH:27]=1)[C:21]([O:23][CH3:24])=[O:22])=[O:17])[CH2:12][CH2:13][CH3:14].